Dataset: Reaction yield outcomes from USPTO patents with 853,638 reactions. Task: Predict the reaction yield, written as a fraction of the theoretical maximum amount of product (1.0 means a 100% yield; for example, 0.34 means a 34% yield). The reactants are C([O:3][C:4]([C:6]1[NH:7][C:8]2[C:13]([C:14]=1[C:15]1[CH:20]=[CH:19][CH:18]=[C:17]([C:21]([F:24])([F:23])[F:22])[CH:16]=1)=[CH:12][C:11]([NH:25][S:26]([C:29]1[CH:34]=[CH:33][C:32]([C:35]([CH3:38])([CH3:37])[CH3:36])=[CH:31][CH:30]=1)(=[O:28])=[O:27])=[CH:10][CH:9]=2)=[O:5])C.[OH-].[Na+]. The catalyst is C(O)C.O. The product is [C:35]([C:32]1[CH:31]=[CH:30][C:29]([S:26]([NH:25][C:11]2[CH:12]=[C:13]3[C:8](=[CH:9][CH:10]=2)[NH:7][C:6]([C:4]([OH:5])=[O:3])=[C:14]3[C:15]2[CH:20]=[CH:19][CH:18]=[C:17]([C:21]([F:24])([F:23])[F:22])[CH:16]=2)(=[O:28])=[O:27])=[CH:34][CH:33]=1)([CH3:38])([CH3:36])[CH3:37]. The yield is 0.950.